Regression/Classification. Given a drug SMILES string, predict its toxicity properties. Task type varies by dataset: regression for continuous values (e.g., LD50, hERG inhibition percentage) or binary classification for toxic/non-toxic outcomes (e.g., AMES mutagenicity, cardiotoxicity, hepatotoxicity). Dataset: herg_karim. From a dataset of hERG potassium channel inhibition data for cardiac toxicity prediction from Karim et al.. (1) The compound is COc1cccc2c1C(=O)c1c(O)c3c(c(O)c1C2=O)C[C@@](O)(C(=O)CO)C[C@@H]3O[C@H]1C[C@H](N)[C@@H](O)[C@H](C)O1. The result is 0 (non-blocker). (2) The drug is CN(CCOc1ccc(C(F)(F)F)cc1)CCc1ccc(NS(C)(=O)=O)cc1. The result is 1 (blocker). (3) The molecule is COc1ccc(CCN(CCC[C@@](C)(C#N)c2ccc(OC)c(OC)c2)C(C)C)cc1OC. The result is 1 (blocker). (4) The compound is Cc1nocc1C(=O)Nc1ccc(-c2ccccc2OC(F)(F)F)c(N)n1. The result is 0 (non-blocker). (5) The compound is Cc1cccc(-c2nnc3n2CCN(C(=O)c2ccc(-c4ccccc4)cc2)[C@@H]3C)n1. The result is 0 (non-blocker). (6) The compound is CCCN(C(=O)c1cccc(Cl)c1Cl)C1CCNC1. The result is 0 (non-blocker). (7) The molecule is Cn1cnc(C(=O)N(Cc2cccc(OC(F)(F)F)c2)C2CC3CN(CCC(F)(F)F)CC3C2)c1. The result is 1 (blocker).